This data is from Forward reaction prediction with 1.9M reactions from USPTO patents (1976-2016). The task is: Predict the product of the given reaction. (1) The product is: [F:23][C:24]([F:34])([F:35])[C:25]1[CH:33]=[CH:32][CH:31]=[CH:30][C:26]=1[C:27]([N:5]1[CH2:6][CH2:7][N:2]([C:8]2[CH:9]=[CH:10][C:11]([C:12]#[N:13])=[CH:14][CH:15]=2)[CH2:3][CH2:4]1)=[O:28]. Given the reactants Cl.[N:2]1([C:8]2[CH:15]=[CH:14][C:11]([C:12]#[N:13])=[CH:10][CH:9]=2)[CH2:7][CH2:6][NH:5][CH2:4][CH2:3]1.C(N(CC)CC)C.[F:23][C:24]([F:35])([F:34])[C:25]1[CH:33]=[CH:32][CH:31]=[CH:30][C:26]=1[C:27](Cl)=[O:28], predict the reaction product. (2) Given the reactants [C:1]([C:3]1[CH:22]=[C:21]([C:23]2[CH:28]=[CH:27][N:26]=[C:25]([NH:29][C:30]3[CH:35]=[CH:34][C:33]([C:36](OC)=[O:37])=[CH:32][CH:31]=3)[N:24]=2)[CH:20]=[CH:19][C:4]=1[O:5][CH:6]1[CH2:11][CH2:10][N:9]([C:12]([O:14]C(C)(C)C)=O)[CH2:8][CH2:7]1)#[N:2].[NH2:40]C1C=CC(C(OC)=O)=CC=1.ClC1N=C(C2C=CC(O[CH:63]3[CH2:68][CH2:67][N:66]([C:69](OC(C)(C)C)=O)[CH2:65]C3)=C(C#N)C=2)C=CN=1.C(=O)([O-])[O-].[Cs+].[Cs+].C1C=CC(P(C2C(C3C(P(C4C=CC=CC=4)C4C=CC=CC=4)=CC=C4C=3C=CC=C4)=C3C(C=CC=C3)=CC=2)C2C=CC=CC=2)=CC=1.[O:132]1CCO[CH2:134][CH2:133]1, predict the reaction product. The product is: [C:1]([C:3]1[CH:22]=[C:21]([C:23]2[CH:28]=[CH:27][N:26]=[C:25]([NH:29][C:30]3[CH:31]=[CH:32][C:33]([C:36]([NH:40][CH2:63][CH2:68][CH2:67][N:66]([CH3:65])[CH3:69])=[O:37])=[CH:34][CH:35]=3)[N:24]=2)[CH:20]=[CH:19][C:4]=1[O:5][CH:6]1[CH2:7][CH2:8][N:9]([C:12](=[O:14])[C@H:133]([OH:132])[CH3:134])[CH2:10][CH2:11]1)#[N:2]. (3) Given the reactants [OH:1][C:2]1[C:3]([O:23][CH3:24])=[CH:4][C:5]2[CH2:14][CH:13]([CH3:15])[N:12]3[C:7](=[CH:8][C:9](=[O:21])[C:10]([C:16]([O:18][CH2:19][CH3:20])=[O:17])=[CH:11]3)[C:6]=2[CH:22]=1.C(=O)([O-])[O-].[K+].[K+].I[CH2:32][CH3:33].O, predict the reaction product. The product is: [CH2:32]([O:1][C:2]1[C:3]([O:23][CH3:24])=[CH:4][C:5]2[CH2:14][CH:13]([CH3:15])[N:12]3[C:7](=[CH:8][C:9](=[O:21])[C:10]([C:16]([O:18][CH2:19][CH3:20])=[O:17])=[CH:11]3)[C:6]=2[CH:22]=1)[CH3:33]. (4) Given the reactants Br[C:2]1[CH:3]=[C:4]2[C:9](=[CH:10][CH:11]=1)[N:8]=[CH:7][C:6]([C:12]([CH:14]1[CH2:16][CH2:15]1)=[O:13])=[C:5]2[N:17]1[CH2:22][CH2:21][CH:20]([CH2:23][N:24]([CH3:26])[CH3:25])[CH2:19][CH2:18]1.[Cl:27][C:28]1[CH:29]=[C:30](B(O)O)[CH:31]=[CH:32][C:33]=1[OH:34], predict the reaction product. The product is: [Cl:27][C:28]1[CH:29]=[C:30]([C:2]2[CH:3]=[C:4]3[C:9](=[CH:10][CH:11]=2)[N:8]=[CH:7][C:6]([C:12]([CH:14]2[CH2:16][CH2:15]2)=[O:13])=[C:5]3[N:17]2[CH2:18][CH2:19][CH:20]([CH2:23][N:24]([CH3:26])[CH3:25])[CH2:21][CH2:22]2)[CH:31]=[CH:32][C:33]=1[OH:34].